This data is from Forward reaction prediction with 1.9M reactions from USPTO patents (1976-2016). The task is: Predict the product of the given reaction. (1) Given the reactants [F:1][C:2]1[C:7]([F:8])=[CH:6][CH:5]=[CH:4][C:3]=1[C:9]1[CH:18]=[CH:17][C:16]2[C:11](=[CH:12][CH:13]=[C:14]([O:19]C)[CH:15]=2)[C:10]=1[O:21][C:22]1[CH:36]=[CH:35][C:25]([O:26][CH2:27][CH2:28][N:29]2[CH2:34][CH2:33][CH2:32][CH2:31][CH2:30]2)=[CH:24][CH:23]=1.[ClH:37].CCOCC.B(Br)(Br)Br, predict the reaction product. The product is: [ClH:37].[F:1][C:2]1[C:7]([F:8])=[CH:6][CH:5]=[CH:4][C:3]=1[C:9]1[C:10]([O:21][C:22]2[CH:36]=[CH:35][C:25]([O:26][CH2:27][CH2:28][N:29]3[CH2:34][CH2:33][CH2:32][CH2:31][CH2:30]3)=[CH:24][CH:23]=2)=[C:11]2[C:16](=[CH:17][CH:18]=1)[CH:15]=[C:14]([OH:19])[CH:13]=[CH:12]2. (2) The product is: [CH3:1][C:2]1[C:10]([CH3:11])=[CH:9][CH:8]=[CH:7][C:3]=1[C:4]([NH:17][CH2:16][CH:15]([C:18]1[CH:19]=[N:20][C:21]([CH3:24])=[CH:22][CH:23]=1)[CH2:14][CH:13]([CH3:25])[CH3:12])=[O:6]. Given the reactants [CH3:1][C:2]1[C:10]([CH3:11])=[CH:9][CH:8]=[CH:7][C:3]=1[C:4]([OH:6])=O.[CH3:12][CH:13]([CH3:25])[CH2:14][CH:15]([C:18]1[CH:19]=[N:20][C:21]([CH3:24])=[CH:22][CH:23]=1)[CH2:16][NH2:17], predict the reaction product. (3) Given the reactants [F:1][C:2]1[CH:3]=[C:4]([NH:19][C:20]([C:22]2[C:23](=[O:35])[N:24]([C:28]3[CH:33]=[CH:32][C:31]([F:34])=[CH:30][CH:29]=3)[N:25]=[CH:26][CH:27]=2)=[O:21])[CH:5]=[CH:6][C:7]=1[O:8][C:9]1[CH:14]=[CH:13][N:12]=[C:11]2[CH:15]=[C:16](I)[S:17][C:10]=12.[CH3:36][N:37]1[CH:41]=[CH:40][N:39]=[C:38]1[Sn](CCCC)(CCCC)CCCC, predict the reaction product. The product is: [F:1][C:2]1[CH:3]=[C:4]([NH:19][C:20]([C:22]2[C:23](=[O:35])[N:24]([C:28]3[CH:33]=[CH:32][C:31]([F:34])=[CH:30][CH:29]=3)[N:25]=[CH:26][CH:27]=2)=[O:21])[CH:5]=[CH:6][C:7]=1[O:8][C:9]1[CH:14]=[CH:13][N:12]=[C:11]2[CH:15]=[C:16]([C:38]3[N:37]([CH3:36])[CH:41]=[CH:40][N:39]=3)[S:17][C:10]=12. (4) The product is: [CH:1]1([CH:7]([OH:32])[CH:8]([C:25]2[CH:30]=[CH:29][CH:28]=[CH:27][C:26]=2[F:31])[CH2:9][CH2:10][N:11]2[CH2:16][CH2:15][N:14]([C:17]3[CH:22]=[CH:21][CH:20]=[CH:19][C:18]=3[O:23][CH3:24])[CH2:13][CH2:12]2)[CH2:6][CH2:5][CH2:4][CH2:3][CH2:2]1. Given the reactants [CH:1]1([C:7](=[O:32])[CH:8]([C:25]2[CH:30]=[CH:29][CH:28]=[CH:27][C:26]=2[F:31])[CH2:9][CH2:10][N:11]2[CH2:16][CH2:15][N:14]([C:17]3[CH:22]=[CH:21][CH:20]=[CH:19][C:18]=3[O:23][CH3:24])[CH2:13][CH2:12]2)[CH2:6][CH2:5][CH2:4][CH2:3][CH2:2]1.[BH4-].[Na+].O, predict the reaction product. (5) Given the reactants [O:1]1[CH:5]=[CH:4][CH:3]=[C:2]1[C:6]1[O:10][N:9]=[C:8]([CH2:11][OH:12])[CH:7]=1.[CH3:13][S:14](Cl)(=[O:16])=[O:15], predict the reaction product. The product is: [O:1]1[CH:5]=[CH:4][CH:3]=[C:2]1[C:6]1[O:10][N:9]=[C:8]([CH2:11][O:12][S:14]([CH3:13])(=[O:16])=[O:15])[CH:7]=1. (6) Given the reactants CO[C:3](=[O:17])[C:4]([CH3:16])([CH3:15])[C@:5]([NH2:14])([C:7]1[CH:12]=[CH:11][CH:10]=[CH:9][C:8]=1[F:13])[CH3:6].[C:18]([O:22][C:23](=[O:29])[NH:24][C:25]([NH:27][CH3:28])=S)([CH3:21])([CH3:20])[CH3:19], predict the reaction product. The product is: [C:18]([O:22][C:23](=[O:29])[NH:24][C:25]1[N:27]([CH3:28])[C:3](=[O:17])[C:4]([CH3:15])([CH3:16])[C@:5]([C:7]2[CH:12]=[CH:11][CH:10]=[CH:9][C:8]=2[F:13])([CH3:6])[N:14]=1)([CH3:21])([CH3:20])[CH3:19]. (7) Given the reactants [CH:1]1([C:7]2[N:8](S(C)(=O)=O)[C:9]3[C:14]([CH:15]=2)=[CH:13][C:12]([N+:16]([O-:18])=[O:17])=[CH:11][CH:10]=3)[CH2:6][CH2:5][CH2:4][CH2:3][CH2:2]1.[F-].C([N+](CCCC)(CCCC)CCCC)CCC.O.CCOC(C)=O, predict the reaction product. The product is: [CH:1]1([C:7]2[NH:8][C:9]3[C:14]([CH:15]=2)=[CH:13][C:12]([N+:16]([O-:18])=[O:17])=[CH:11][CH:10]=3)[CH2:2][CH2:3][CH2:4][CH2:5][CH2:6]1. (8) Given the reactants Cl[CH:2]([C:10]1[CH:15]=[CH:14][C:13]([F:16])=[CH:12][CH:11]=1)[CH:3]1[CH2:8][CH2:7][N:6]([CH3:9])[CH2:5][CH2:4]1.[NH:17]1[CH2:22][CH2:21][NH:20][CH2:19][CH2:18]1.C([O-])([O-])=O.[K+].[K+], predict the reaction product. The product is: [F:16][C:13]1[CH:14]=[CH:15][C:10]([CH:2]([CH:3]2[CH2:8][CH2:7][N:6]([CH3:9])[CH2:5][CH2:4]2)[N:17]2[CH2:22][CH2:21][NH:20][CH2:19][CH2:18]2)=[CH:11][CH:12]=1. (9) The product is: [CH3:1][C:2]1[CH:3]=[C:4]([C:9]2[O:13][N:12]=[C:11]([C:14]3[CH:22]=[CH:21][C:20]4[NH:19][C:18]5[CH:23]([CH2:26][C:27]([OH:29])=[O:28])[CH2:24][CH2:25][C:17]=5[C:16]=4[CH:15]=3)[N:10]=2)[CH:5]=[C:6]([CH3:8])[CH:7]=1. Given the reactants [CH3:1][C:2]1[CH:3]=[C:4]([C:9]2[O:13][N:12]=[C:11]([C:14]3[CH:22]=[CH:21][C:20]4[NH:19][C:18]5[CH:23]([CH2:26][C:27]([O:29]CC)=[O:28])[CH2:24][CH2:25][C:17]=5[C:16]=4[CH:15]=3)[N:10]=2)[CH:5]=[C:6]([CH3:8])[CH:7]=1.[Li+].[OH-], predict the reaction product. (10) Given the reactants [Cl:1][C:2]1[CH:7]=[C:6]([Cl:8])[N:5]=[CH:4][N:3]=1.[Li+].[Cl-].C([Cu])#N.[O:14]1[CH:18]=[CH:17][CH:16]=[C:15]1[C:19](Cl)=[O:20], predict the reaction product. The product is: [Cl:1][C:2]1[C:7]([C:19]([C:15]2[O:14][CH:18]=[CH:17][CH:16]=2)=[O:20])=[C:6]([Cl:8])[N:5]=[CH:4][N:3]=1.